From a dataset of Reaction yield outcomes from USPTO patents with 853,638 reactions. Predict the reaction yield, written as a fraction of the theoretical maximum amount of product (1.0 means a 100% yield; for example, 0.34 means a 34% yield). The reactants are Br[C:2]1[C:11]2[C:6](=[CH:7][CH:8]=[CH:9][CH:10]=2)[N:5]=[C:4]([O:12][CH2:13][CH2:14][CH2:15][N:16]2[CH2:21][CH2:20][O:19][CH2:18][CH2:17]2)[CH:3]=1.[B:22]1([B:22]2[O:26][C:25]([CH3:28])([CH3:27])[C:24]([CH3:30])([CH3:29])[O:23]2)[O:26][C:25]([CH3:28])([CH3:27])[C:24]([CH3:30])([CH3:29])[O:23]1.C([O-])(=O)C.[K+]. The catalyst is C1C=CC(P(C2C=CC=CC=2)[C-]2C=CC=C2)=CC=1.C1C=CC(P(C2C=CC=CC=2)[C-]2C=CC=C2)=CC=1.Cl[Pd]Cl.[Fe+2]. The product is [CH3:29][C:24]1([CH3:30])[C:25]([CH3:28])([CH3:27])[O:26][B:22]([C:2]2[C:11]3[C:6](=[CH:7][CH:8]=[CH:9][CH:10]=3)[N:5]=[C:4]([O:12][CH2:13][CH2:14][CH2:15][N:16]3[CH2:21][CH2:20][O:19][CH2:18][CH2:17]3)[CH:3]=2)[O:23]1. The yield is 0.420.